Dataset: Full USPTO retrosynthesis dataset with 1.9M reactions from patents (1976-2016). Task: Predict the reactants needed to synthesize the given product. (1) Given the product [CH2:24]([C:2]([OH:30])([CH2:26][CH3:27])[C:3]([C:5]1[CH:10]=[CH:9][C:8]([O:11][C:12]2[CH:17]=[CH:16][C:15]([C:18](=[O:23])[C:19]([OH:28])([CH3:21])[CH3:20])=[CH:14][CH:13]=2)=[CH:7][CH:6]=1)=[O:4])[CH3:25], predict the reactants needed to synthesize it. The reactants are: Br[C:2]([CH2:26][CH3:27])([CH2:24][CH3:25])[C:3]([C:5]1[CH:10]=[CH:9][C:8]([O:11][C:12]2[CH:17]=[CH:16][C:15]([C:18](=[O:23])[C:19](Br)([CH3:21])[CH3:20])=[CH:14][CH:13]=2)=[CH:7][CH:6]=1)=[O:4].[OH-:28].[Na+].[OH2:30]. (2) Given the product [CH3:18][O:17][C:13]([CH2:14][S:15][C:4]1[C:9]([N+:10]([O-:12])=[O:11])=[CH:8][CH:7]=[CH:6][N:5]=1)=[O:16], predict the reactants needed to synthesize it. The reactants are: [H-].[Na+].Cl[C:4]1[C:9]([N+:10]([O-:12])=[O:11])=[CH:8][CH:7]=[CH:6][N:5]=1.[C:13]([O:17][CH3:18])(=[O:16])[CH2:14][SH:15]. (3) Given the product [CH:29]1([N:26]2[C:27]3[C:23](=[CH:22][CH:21]=[C:20]([NH:19][C:5](=[O:7])[C:4]4[CH:8]=[CH:9][N:10]=[C:2]([CH3:1])[CH:3]=4)[CH:28]=3)[C:24]([CH3:33])([CH3:34])[C:25]2=[O:32])[CH2:31][CH2:30]1, predict the reactants needed to synthesize it. The reactants are: [CH3:1][C:2]1[CH:3]=[C:4]([CH:8]=[CH:9][N:10]=1)[C:5]([OH:7])=O.ClC(N(C)C)=C(C)C.[NH2:19][C:20]1[CH:28]=[C:27]2[C:23]([C:24]([CH3:34])([CH3:33])[C:25](=[O:32])[N:26]2[CH:29]2[CH2:31][CH2:30]2)=[CH:22][CH:21]=1.C(N(CC)CC)C. (4) Given the product [Cl:24][C:25]1[CH:26]=[CH:27][C:28]([CH2:29][N:30]2[CH2:34][CH2:33][N:32]([C:35]3[S:36][C:37]([C:41]([OH:43])=[O:42])=[C:38]([CH3:40])[N:39]=3)[C:31]2=[O:46])=[CH:47][CH:48]=1, predict the reactants needed to synthesize it. The reactants are: CC1N=C(N2CCN(C3C=CC=CC=3)C2=O)SC=1C(OCC)=O.[Cl:24][C:25]1[CH:48]=[CH:47][C:28]([CH2:29][N:30]2[CH2:34][CH2:33][N:32]([C:35]3[S:36][C:37]([C:41]([O:43]CC)=[O:42])=[C:38]([CH3:40])[N:39]=3)[C:31]2=[O:46])=[CH:27][CH:26]=1. (5) Given the product [F:38][C:36]1[CH:35]=[CH:34][C:33]([O:39][CH:40]([CH3:42])[CH3:41])=[C:32]([NH:31][C:29]([NH:11][C:10]2[C:4]3[N:3]([CH2:12][C:13]([F:14])([F:16])[F:15])[C:2]([CH3:1])=[N:6][C:5]=3[CH:7]=[CH:8][CH:9]=2)=[S:30])[CH:37]=1, predict the reactants needed to synthesize it. The reactants are: [CH3:1][C:2]1[N:3]([CH2:12][C:13]([F:16])([F:15])[F:14])[C:4]2[C:10]([NH2:11])=[CH:9][CH:8]=[CH:7][C:5]=2[N:6]=1.C(N1C2C(N[C:29]([NH:31][C:32]3[CH:37]=[C:36]([F:38])[CH:35]=[CH:34][C:33]=3[O:39][CH:40]([CH3:42])[CH3:41])=[S:30])=CC=CC=2N=C1C)C. (6) Given the product [Cl:24][C:9]1[CH:8]=[CH:7][C:6]2[C:11](=[C:2]([Cl:1])[CH:3]=[CH:4][C:5]=2[O:13][CH2:14][CH2:15][N:16]2[CH2:21][CH2:20][O:19][CH2:18][CH2:17]2)[N:10]=1, predict the reactants needed to synthesize it. The reactants are: [Cl:1][C:2]1[CH:3]=[CH:4][C:5]([O:13][CH2:14][CH2:15][N:16]2[CH2:21][CH2:20][O:19][CH2:18][CH2:17]2)=[C:6]2[C:11]=1[NH:10][C:9](=O)[CH:8]=[CH:7]2.O=P(Cl)(Cl)[Cl:24].[Cl-].C([NH+](CC)CC)C. (7) Given the product [C:1]1([C:24]2[CH:29]=[CH:28][CH:27]=[CH:26][CH:25]=2)[CH:2]=[CH:3][C:4]([C:7]([N:9]2[CH:15]=[C:14]3[CH2:16][CH:17]=[CH:18][CH:19]=[C:13]3[N:12]([CH3:32])[C:11]3[CH:20]=[CH:21][CH:22]=[CH:23][C:10]2=3)=[O:8])=[CH:5][CH:6]=1, predict the reactants needed to synthesize it. The reactants are: [C:1]1([C:24]2[CH:29]=[CH:28][CH:27]=[CH:26][CH:25]=2)[CH:6]=[CH:5][C:4]([C:7]([N:9]2[CH2:15][C:14]3[CH:16]=[CH:17][CH:18]=[CH:19][C:13]=3[NH:12][C:11]3[CH:20]=[CH:21][CH:22]=[CH:23][C:10]2=3)=[O:8])=[CH:3][CH:2]=1.[H-].[Na+].[CH3:32]N(C)C=O.IC.